Task: Predict the reaction yield, written as a fraction of the theoretical maximum amount of product (1.0 means a 100% yield; for example, 0.34 means a 34% yield).. Dataset: Reaction yield outcomes from USPTO patents with 853,638 reactions (1) The reactants are [F:1][C:2]1[CH:3]=[C:4]2[C:9](=[CH:10][CH:11]=1)[N:8]=[CH:7][C:6](C(O)=O)=[CH:5]2.C1(P([N:29]=[N+]=[N-])(C2C=CC=CC=2)=O)C=CC=CC=1.C(N(CC)CC)C.C1COCC1. The catalyst is O. The product is [NH2:29][C:6]1[CH:7]=[N:8][C:9]2[C:4]([CH:5]=1)=[CH:3][C:2]([F:1])=[CH:11][CH:10]=2. The yield is 0.280. (2) The reactants are NC(N)=O.[CH:5]1([NH:10][S:11]([C:14]2[C:19]([Cl:20])=[CH:18][CH:17]=[C:16]([NH2:21])[C:15]=2[OH:22])(=[O:13])=[O:12])[CH2:9][CH2:8][CH2:7][CH2:6]1.[Cl:23][C:24]1[CH:29]=[CH:28][CH:27]=[CH:26][C:25]=1[N:30]=[C:31]=[O:32]. No catalyst specified. The product is [Cl:23][C:24]1[CH:29]=[CH:28][CH:27]=[CH:26][C:25]=1[NH:30][C:31]([NH:21][C:16]1[CH:17]=[CH:18][C:19]([Cl:20])=[C:14]([S:11]([NH:10][CH:5]2[CH2:6][CH2:7][CH2:8][CH2:9]2)(=[O:13])=[O:12])[C:15]=1[OH:22])=[O:32]. The yield is 0.430. (3) The reactants are [F:1][C:2]1[CH:7]=[CH:6][C:5]([CH:8]2[CH:17]([C:18]3[N:22]([CH3:23])[N:21]=[CH:20][N:19]=3)[C:16](=O)[C:15]3[C:14]([C:25]([O:27]CC)=O)=[CH:13][CH:12]=[CH:11][C:10]=3[NH:9]2)=[CH:4][CH:3]=1.[NH2:30][NH2:31]. The catalyst is CO. The product is [F:1][C:2]1[CH:3]=[CH:4][C:5]([CH:8]2[NH:9][C:10]3[C:15]4[C:16](=[N:30][NH:31][C:25](=[O:27])[C:14]=4[CH:13]=[CH:12][CH:11]=3)[CH:17]2[C:18]2[N:22]([CH3:23])[N:21]=[CH:20][N:19]=2)=[CH:6][CH:7]=1. The yield is 0.900. (4) The reactants are [C:1]([CH2:6][C:7]([O:9][CH3:10])=[O:8])(=[O:5])[CH:2]([CH3:4])[CH3:3].C[O-].[Na+].CO.[Cl:16][C:17]1[CH:22]=[CH:21][CH:20]=[C:19]([Cl:23])[C:18]=1[CH2:24][CH2:25][C:26](Cl)=[N:27]O. The catalyst is O1CCCC1. The product is [Cl:16][C:17]1[CH:22]=[CH:21][CH:20]=[C:19]([Cl:23])[C:18]=1[CH2:24][CH2:25][C:26]1[C:6]([C:7]([O:9][CH3:10])=[O:8])=[C:1]([CH:2]([CH3:4])[CH3:3])[O:5][N:27]=1. The yield is 0.560.